Dataset: Reaction yield outcomes from USPTO patents with 853,638 reactions. Task: Predict the reaction yield, written as a fraction of the theoretical maximum amount of product (1.0 means a 100% yield; for example, 0.34 means a 34% yield). The yield is 0.950. The reactants are Cl[C:2]1[N:7]2[N:8]=[C:9]([C:14]3[CH:19]=[CH:18][C:17]([F:20])=[CH:16][CH:15]=3)[C:10]([C:11](=[O:13])[CH3:12])=[C:6]2[CH:5]=[CH:4][CH:3]=1.C(=O)([O-])[O-].[Cs+].[Cs+].[CH:27]1([NH2:32])[CH2:31][CH2:30][CH2:29][CH2:28]1.CCOCC. The product is [CH:27]1([NH:32][C:2]2[N:7]3[N:8]=[C:9]([C:14]4[CH:19]=[CH:18][C:17]([F:20])=[CH:16][CH:15]=4)[C:10]([C:11](=[O:13])[CH3:12])=[C:6]3[CH:5]=[CH:4][CH:3]=2)[CH2:31][CH2:30][CH2:29][CH2:28]1. The catalyst is C1(C)C=CC=CC=1.C([O-])(=O)C.[Pd+2].C([O-])(=O)C.C1C=CC(P(C2C(C3C(P(C4C=CC=CC=4)C4C=CC=CC=4)=CC=C4C=3C=CC=C4)=C3C(C=CC=C3)=CC=2)C2C=CC=CC=2)=CC=1.